From a dataset of NCI-60 drug combinations with 297,098 pairs across 59 cell lines. Regression. Given two drug SMILES strings and cell line genomic features, predict the synergy score measuring deviation from expected non-interaction effect. (1) Drug 1: C1CCN(CC1)CCOC2=CC=C(C=C2)C(=O)C3=C(SC4=C3C=CC(=C4)O)C5=CC=C(C=C5)O. Drug 2: CCC1(CC2CC(C3=C(CCN(C2)C1)C4=CC=CC=C4N3)(C5=C(C=C6C(=C5)C78CCN9C7C(C=CC9)(C(C(C8N6C)(C(=O)OC)O)OC(=O)C)CC)OC)C(=O)OC)O.OS(=O)(=O)O. Cell line: DU-145. Synergy scores: CSS=54.0, Synergy_ZIP=7.89, Synergy_Bliss=8.72, Synergy_Loewe=-18.2, Synergy_HSA=6.71. (2) Drug 1: C1CCC(CC1)NC(=O)N(CCCl)N=O. Drug 2: CC=C1C(=O)NC(C(=O)OC2CC(=O)NC(C(=O)NC(CSSCCC=C2)C(=O)N1)C(C)C)C(C)C. Cell line: SR. Synergy scores: CSS=78.0, Synergy_ZIP=2.09, Synergy_Bliss=2.07, Synergy_Loewe=2.88, Synergy_HSA=5.01. (3) Drug 1: CC1=C(C=C(C=C1)NC2=NC=CC(=N2)N(C)C3=CC4=NN(C(=C4C=C3)C)C)S(=O)(=O)N.Cl. Drug 2: CCC1(CC2CC(C3=C(CCN(C2)C1)C4=CC=CC=C4N3)(C5=C(C=C6C(=C5)C78CCN9C7C(C=CC9)(C(C(C8N6C)(C(=O)OC)O)OC(=O)C)CC)OC)C(=O)OC)O.OS(=O)(=O)O. Cell line: PC-3. Synergy scores: CSS=37.2, Synergy_ZIP=4.79, Synergy_Bliss=9.06, Synergy_Loewe=-31.6, Synergy_HSA=9.57.